From a dataset of Reaction yield outcomes from USPTO patents with 853,638 reactions. Predict the reaction yield, written as a fraction of the theoretical maximum amount of product (1.0 means a 100% yield; for example, 0.34 means a 34% yield). (1) The reactants are [C:1]([O:4][C@H:5]1[CH2:10][CH2:9][C@H:8]([N:11]=[N+]=[N-])[CH:7]=[CH:6]1)(=[O:3])[CH3:2].[C:14](O[C:14]([O:16][C:17]([CH3:20])([CH3:19])[CH3:18])=[O:15])([O:16][C:17]([CH3:20])([CH3:19])[CH3:18])=[O:15]. The catalyst is [Pd].CC([O-])=O.CC([O-])=O.[Pb+2].CO. The product is [C:1]([O:4][C@H:5]1[CH2:10][CH2:9][C@H:8]([NH:11][C:14]([O:16][C:17]([CH3:20])([CH3:19])[CH3:18])=[O:15])[CH:7]=[CH:6]1)(=[O:3])[CH3:2]. The yield is 0.770. (2) The reactants are [CH3:1][CH:2]([C:7]([O:9][CH3:10])=[O:8])[C:3]([O:5][CH3:6])=[O:4].[H-].[Na+].I[CH2:14][C@@H:15]1[CH2:19][N:18]([C@H:20]([C:22]2[CH:27]=[CH:26][CH:25]=[CH:24][CH:23]=2)[CH3:21])[C:17](=[O:28])[CH2:16]1.O. The catalyst is CS(C)=O. The product is [CH3:6][O:5][C:3](=[O:4])[C:2]([CH3:1])([CH2:14][C@H:15]1[CH2:16][C:17](=[O:28])[N:18]([C@H:20]([C:22]2[CH:27]=[CH:26][CH:25]=[CH:24][CH:23]=2)[CH3:21])[CH2:19]1)[C:7]([O:9][CH3:10])=[O:8]. The yield is 0.810. (3) The catalyst is CN(C)C=O. The yield is 0.510. The reactants are [H-].[Na+].[NH:3]1[C:11]2[CH2:10][CH2:9][CH2:8][CH2:7][C:6]=2[CH:5]=[C:4]1[C:12]([O:14][CH2:15][CH3:16])=[O:13].Br[CH2:18][CH:19]([O:23][CH2:24][CH3:25])[O:20][CH2:21][CH3:22]. The product is [CH2:21]([O:20][CH:19]([O:23][CH2:24][CH3:25])[CH2:18][N:3]1[C:11]2[CH2:10][CH2:9][CH2:8][CH2:7][C:6]=2[CH:5]=[C:4]1[C:12]([O:14][CH2:15][CH3:16])=[O:13])[CH3:22]. (4) The reactants are [CH3:1][S:2][C:3]1[S:7][C:6]([C:8]2[CH:16]=[CH:15][C:11]([C:12]([OH:14])=O)=[CH:10][CH:9]=2)=[CH:5][CH:4]=1.[Li].CCN=C=NCCCN(C)C.Cl.C1C=CC2N(O)N=NC=2C=1.CCN(C(C)C)C(C)C.[NH:49]1[CH2:53][CH2:52][CH2:51][C@H:50]1[CH2:54][N:55]1[CH2:59][CH2:58][CH2:57][CH2:56]1. The catalyst is CN(C=O)C.ClCCl. The product is [CH3:1][S:2][C:3]1[S:7][C:6]([C:8]2[CH:9]=[CH:10][C:11]([C:12]([N:49]3[CH2:53][CH2:52][CH2:51][C@H:50]3[CH2:54][N:55]3[CH2:59][CH2:58][CH2:57][CH2:56]3)=[O:14])=[CH:15][CH:16]=2)=[CH:5][CH:4]=1. The yield is 0.710. (5) The yield is 0.140. The reactants are [CH3:1][NH:2][CH2:3][C:4]1([C:10]2[S:11][CH:12]=[C:13]([C:15]3[CH:20]=[CH:19][CH:18]=[CH:17][CH:16]=3)[N:14]=2)[CH2:9][CH2:8][O:7][CH2:6][CH2:5]1.[F:21][C:22]([F:38])([F:37])[C:23]1[O:27][N:26]=[C:25]([C:28]2[CH:29]=[C:30]([CH:34]=[CH:35][CH:36]=2)[C:31](O)=[O:32])[N:24]=1. The product is [CH3:1][N:2]([CH2:3][C:4]1([C:10]2[S:11][CH:12]=[C:13]([C:15]3[CH:20]=[CH:19][CH:18]=[CH:17][CH:16]=3)[N:14]=2)[CH2:5][CH2:6][O:7][CH2:8][CH2:9]1)[C:31](=[O:32])[C:30]1[CH:34]=[CH:35][CH:36]=[C:28]([C:25]2[N:24]=[C:23]([C:22]([F:38])([F:37])[F:21])[O:27][N:26]=2)[CH:29]=1. No catalyst specified. (6) The reactants are C[O:2][C:3](=[O:23])[C:4]1[C:5](=[C:10]([O:14][CH2:15][C:16]2[CH:21]=[CH:20][C:19]([Cl:22])=[CH:18][CH:17]=2)[CH:11]=[CH:12][CH:13]=1)[C:6]([O:8]C)=[O:7]. The catalyst is [OH-].[Na+]. The product is [Cl:22][C:19]1[CH:20]=[CH:21][C:16]([CH2:15][O:14][C:10]2[CH:11]=[CH:12][CH:13]=[C:4]([C:3]([OH:23])=[O:2])[C:5]=2[C:6]([OH:8])=[O:7])=[CH:17][CH:18]=1. The yield is 0.980. (7) The reactants are Cl[CH2:2][CH2:3][CH2:4][S:5]([C:8]1[CH:13]=[CH:12][C:11]([F:14])=[C:10]([F:15])[CH:9]=1)(=[O:7])=[O:6].C[Si]([N-][Si](C)(C)C)(C)C.[K+]. The catalyst is C1COCC1. The product is [CH:4]1([S:5]([C:8]2[CH:13]=[CH:12][C:11]([F:14])=[C:10]([F:15])[CH:9]=2)(=[O:7])=[O:6])[CH2:2][CH2:3]1. The yield is 0.370. (8) The reactants are [NH2:1][C:2]1[CH:7]=[CH:6][C:5]([CH:8]2[CH2:13][C:12](=[O:14])[N:11]([CH3:15])[C:10](=[O:16])[CH2:9]2)=[CH:4][C:3]=1Br.O1CCOCC1.[O-]P([O-])([O-])=O.[K+].[K+].[K+].[CH:32]1(P([CH:32]2[CH2:37][CH2:36][CH2:35][CH2:34][CH2:33]2)C2C=CC=CC=2C2C=CC=CC=2)[CH2:37][CH2:36][CH2:35][CH2:34][CH2:33]1. The catalyst is C1(C)C=CC=CC=1.CCOC(C)=O.CC([O-])=O.CC([O-])=O.[Pd+2]. The product is [NH2:1][C:2]1[CH:7]=[CH:6][C:5]([CH:8]2[CH2:13][C:12](=[O:14])[N:11]([CH3:15])[C:10](=[O:16])[CH2:9]2)=[CH:4][C:3]=1[C:32]1[CH2:37][CH2:36][CH2:35][CH2:34][CH:33]=1. The yield is 1.00.